This data is from Reaction yield outcomes from USPTO patents with 853,638 reactions. The task is: Predict the reaction yield, written as a fraction of the theoretical maximum amount of product (1.0 means a 100% yield; for example, 0.34 means a 34% yield). (1) The reactants are [N+:1]([O-:4])(O)=[O:2].[Cl:5][C:6]1[CH:11]=[CH:10][C:9]([CH3:12])=[CH:8][N+:7]=1[O-:13].C(=O)([O-])[O-].[Na+].[Na+]. The catalyst is S(=O)(=O)(O)O. The product is [Cl:5][C:6]1[CH:11]=[C:10]([N+:1]([O-:4])=[O:2])[C:9]([CH3:12])=[CH:8][N+:7]=1[O-:13]. The yield is 0.800. (2) The reactants are [C:1]([O:4][C@H:5]1[C@H:9]([O:10][C:11](=[O:13])[CH3:12])[C@@H:8]([CH2:14][OH:15])[O:7][C@H:6]1[N:16]1[CH:24]=[N:23][C:22]2[C:17]1=[N:18][CH:19]=[N:20][C:21]=2[NH:25][C@@H:26]1[C:34]2[C:29](=[CH:30][CH:31]=[CH:32][CH:33]=2)[CH2:28][CH2:27]1)(=[O:3])[CH3:2].C(N(CC)CC)C.Cl[S:43]([NH2:46])(=[O:45])=[O:44]. The catalyst is C(Cl)Cl.C(#N)C. The product is [C:11]([O:10][C@H:9]1[C@H:5]([O:4][C:1](=[O:3])[CH3:2])[C@H:6]([N:16]2[CH:24]=[N:23][C:22]3[C:17]2=[N:18][CH:19]=[N:20][C:21]=3[NH:25][C@@H:26]2[C:34]3[C:29](=[CH:30][CH:31]=[CH:32][CH:33]=3)[CH2:28][CH2:27]2)[O:7][C@@H:8]1[CH2:14][O:15][S:43]([NH2:46])(=[O:45])=[O:44])(=[O:13])[CH3:12]. The yield is 0.480. (3) The reactants are [H-].[Na+].[OH:3][CH2:4][CH:5]1[CH2:10][CH2:9][CH:8]=[CH:7][O:6]1.[H][H].Br[CH2:14][C:15]([O:17][CH2:18][CH3:19])=[O:16]. The catalyst is CCCCC.O1CCCC1.O. The product is [O:6]1[CH:7]=[CH:8][CH2:9][CH2:10][CH:5]1[CH2:4][O:3][CH2:14][C:15]([O:17][CH2:18][CH3:19])=[O:16]. The yield is 0.570. (4) The reactants are Br[C:2]1[C:3]([F:23])=[C:4]([N:8]2[CH:13]=[C:12]([O:14][CH3:15])[C:11](=[O:16])[C:10]([C:17]([N:19]([O:21][CH3:22])[CH3:20])=[O:18])=[N:9]2)[CH:5]=[CH:6][CH:7]=1.[CH3:24][N:25]1[CH:29]=[C:28](B2OC(C)(C)C(C)(C)O2)[CH:27]=[N:26]1.C([O-])([O-])=O.[Na+].[Na+]. The catalyst is COCCOC.O.C1C=CC([P]([Pd]([P](C2C=CC=CC=2)(C2C=CC=CC=2)C2C=CC=CC=2)([P](C2C=CC=CC=2)(C2C=CC=CC=2)C2C=CC=CC=2)[P](C2C=CC=CC=2)(C2C=CC=CC=2)C2C=CC=CC=2)(C2C=CC=CC=2)C2C=CC=CC=2)=CC=1. The product is [F:23][C:3]1[C:2]([C:28]2[CH:27]=[N:26][N:25]([CH3:24])[CH:29]=2)=[CH:7][CH:6]=[CH:5][C:4]=1[N:8]1[CH:13]=[C:12]([O:14][CH3:15])[C:11](=[O:16])[C:10]([C:17]([N:19]([O:21][CH3:22])[CH3:20])=[O:18])=[N:9]1. The yield is 0.690.